From a dataset of Peptide-MHC class I binding affinity with 185,985 pairs from IEDB/IMGT. Regression. Given a peptide amino acid sequence and an MHC pseudo amino acid sequence, predict their binding affinity value. This is MHC class I binding data. (1) The peptide sequence is LSGLDSLDSY. The MHC is HLA-A26:01 with pseudo-sequence HLA-A26:01. The binding affinity (normalized) is 0.279. (2) The MHC is Mamu-B17 with pseudo-sequence Mamu-B17. The peptide sequence is ILAISALLLW. The binding affinity (normalized) is 0.421. (3) The peptide sequence is YLQYGWSYFH. The MHC is Mamu-A2201 with pseudo-sequence Mamu-A2201. The binding affinity (normalized) is 0.